This data is from Catalyst prediction with 721,799 reactions and 888 catalyst types from USPTO. The task is: Predict which catalyst facilitates the given reaction. (1) Reactant: [CH3:1][C:2]1[CH:3]=[C:4]([CH:9]=[CH:10][C:11]=1[NH:12][C:13](=[O:28])[C:14]1[CH:19]=[CH:18][C:17]([O:20][CH2:21][C:22]2[CH:27]=[CH:26][CH:25]=[CH:24][N:23]=2)=[CH:16][CH:15]=1)[C:5]([O:7]C)=[O:6].[OH-].[Na+].Cl. Product: [CH3:1][C:2]1[CH:3]=[C:4]([CH:9]=[CH:10][C:11]=1[NH:12][C:13](=[O:28])[C:14]1[CH:19]=[CH:18][C:17]([O:20][CH2:21][C:22]2[CH:27]=[CH:26][CH:25]=[CH:24][N:23]=2)=[CH:16][CH:15]=1)[C:5]([OH:7])=[O:6]. The catalyst class is: 24. (2) Reactant: [N:1]([O-:3])=O.[Na+].[CH:5]1[C:14]2[C:9](=[CH:10][CH:11]=[CH:12][CH:13]=2)C=C[C:6]=1[CH:15]([C:22]([CH:24]([C:35]1[CH:40]=[CH:39][N:38]=[CH:37][CH:36]=1)C1C=CC2C(=CC=CC=2)C=1)=[O:23])[C:16]1C=CN=CC=1.O. Product: [OH:3][N:1]=[C:24]([C:35]1[CH:40]=[CH:39][N:38]=[CH:37][CH:36]=1)[C:22]([C:15]1[CH:6]=[CH:5][C:14]2[C:9](=[CH:10][CH:11]=[CH:12][CH:13]=2)[CH:16]=1)=[O:23]. The catalyst class is: 33. (3) Reactant: [CH2:1]([O:8][C:9]1[C:10]([CH2:20][CH:21]([C:23]2[O:24][C:25]([CH2:28][N:29]([CH3:31])[CH3:30])=[CH:26][CH:27]=2)[NH2:22])=[CH:11][C:12]([Cl:19])=[C:13]2[C:18]=1[N:17]=[CH:16][CH:15]=[CH:14]2)[C:2]1[CH:7]=[CH:6][CH:5]=[CH:4][CH:3]=1.C(N(CC)CC)C.[O:39]([CH2:46][C:47](Cl)=[O:48])[C:40]1[CH:45]=[CH:44][CH:43]=[CH:42][CH:41]=1. Product: [CH2:1]([O:8][C:9]1[C:10]([CH2:20][CH:21]([NH:22][C:47](=[O:48])[CH2:46][O:39][C:40]2[CH:45]=[CH:44][CH:43]=[CH:42][CH:41]=2)[C:23]2[O:24][C:25]([CH2:28][N:29]([CH3:30])[CH3:31])=[CH:26][CH:27]=2)=[CH:11][C:12]([Cl:19])=[C:13]2[C:18]=1[N:17]=[CH:16][CH:15]=[CH:14]2)[C:2]1[CH:7]=[CH:6][CH:5]=[CH:4][CH:3]=1. The catalyst class is: 7. (4) Reactant: C[O:2][C:3]([C:5]1[C:10]([O:11][CH2:12][C:13]2[CH:18]=[CH:17][C:16]([O:19][CH3:20])=[CH:15][CH:14]=2)=[C:9]([O:21][CH2:22][C:23]2[CH:28]=[CH:27][C:26]([O:29][CH3:30])=[CH:25][CH:24]=2)[N:8]=[C:7]([C:31]2[CH:36]=[CH:35][C:34]([CH3:37])=[CH:33][CH:32]=2)[N:6]=1)=[O:4].C[Si](Br)(C)C. Product: [CH3:20][O:19][C:16]1[CH:15]=[CH:14][C:13]([CH2:12][O:11][C:10]2[C:5]([C:3]([OH:4])=[O:2])=[N:6][C:7]([C:31]3[CH:36]=[CH:35][C:34]([CH3:37])=[CH:33][CH:32]=3)=[N:8][C:9]=2[O:21][CH2:22][C:23]2[CH:28]=[CH:27][C:26]([O:29][CH3:30])=[CH:25][CH:24]=2)=[CH:18][CH:17]=1. The catalyst class is: 23. (5) Reactant: [C:1]([CH2:3][CH:4]([C:9]1[CH:14]=[CH:13][CH:12]=[CH:11][CH:10]=1)[C:5]([O:7][CH3:8])=O)#[N:2].[Li+].[BH4-].[F:17][C:18]([F:32])([F:31])[C:19]1[CH:20]=[C:21]([CH:24]=[C:25]([C:27]([F:30])([F:29])[F:28])[CH:26]=1)CBr.[H-].[Na+]. Product: [F:17][C:18]([F:31])([F:32])[C:19]1[CH:20]=[C:21]([CH:24]=[C:25]([C:27]([F:28])([F:29])[F:30])[CH:26]=1)[CH2:8][O:7][CH2:5][CH:4]([C:9]1[CH:14]=[CH:13][CH:12]=[CH:11][CH:10]=1)[CH2:3][C:1]#[N:2]. The catalyst class is: 118. (6) Reactant: [C:1]([O:7][C@H:8]1[CH2:13][CH2:12][C@@:11]([C@H:15]2[CH2:28][CH2:27][C@@:26]3([CH3:29])[C@@H:17]([CH2:18][C:19]4[C:20]3=[N:21][C:22]([Cl:25])=[CH:23][CH:24]=4)[C@@H:16]2[CH:30]=[O:31])([CH3:14])[C@@H:10]([CH:32]=[O:33])[CH2:9]1)(=[O:6])[C:2]([CH3:5])([CH3:4])[CH3:3].C1COCC1.CO.[BH4-].[Na+]. Product: [C:1]([O:7][C@H:8]1[CH2:13][CH2:12][C@@:11]([C@H:15]2[CH2:28][CH2:27][C@@:26]3([CH3:29])[C@@H:17]([CH2:18][C:19]4[C:20]3=[N:21][C:22]([Cl:25])=[CH:23][CH:24]=4)[C@@H:16]2[CH2:30][OH:31])([CH3:14])[C@@H:10]([CH2:32][OH:33])[CH2:9]1)(=[O:6])[C:2]([CH3:5])([CH3:4])[CH3:3]. The catalyst class is: 15.